Dataset: Full USPTO retrosynthesis dataset with 1.9M reactions from patents (1976-2016). Task: Predict the reactants needed to synthesize the given product. (1) Given the product [NH:1]1[C:5]2[CH:6]=[CH:7][CH:8]=[CH:9][C:4]=2[N:3]=[C:2]1[CH2:10][C:11]1[CH:20]=[CH:19][C:14]([C:15]([OH:17])=[O:16])=[CH:13][CH:12]=1, predict the reactants needed to synthesize it. The reactants are: [NH:1]1[C:5]2[CH:6]=[CH:7][CH:8]=[CH:9][C:4]=2[N:3]=[C:2]1[CH2:10][C:11]1[CH:20]=[CH:19][C:14]([C:15]([O:17]C)=[O:16])=[CH:13][CH:12]=1.[OH-].[Na+].O. (2) Given the product [Cl:1][C:2]1[CH:7]=[CH:6][C:5]([C:8]2[N:9]=[C:10]([C:30]([O:32][CH3:33])=[O:31])[C:11]3[N:22]([CH2:23][C:24]4[CH:25]=[CH:26][CH:27]=[CH:28][CH:29]=4)[C:36](=[O:37])[C:35](=[O:39])[N:14]([CH2:15][C:16]4[CH:21]=[CH:20][CH:19]=[CH:18][CH:17]=4)[C:12]=3[N:13]=2)=[CH:4][C:3]=1[F:34], predict the reactants needed to synthesize it. The reactants are: [Cl:1][C:2]1[CH:7]=[CH:6][C:5]([C:8]2[N:13]=[C:12]([NH:14][CH2:15][C:16]3[CH:21]=[CH:20][CH:19]=[CH:18][CH:17]=3)[C:11]([NH:22][CH2:23][C:24]3[CH:29]=[CH:28][CH:27]=[CH:26][CH:25]=3)=[C:10]([C:30]([O:32][CH3:33])=[O:31])[N:9]=2)=[CH:4][C:3]=1[F:34].[C:35](Cl)(=[O:39])[C:36](Cl)=[O:37].C(OCC)(=O)C. (3) Given the product [CH3:1][Si:2]([CH3:13])([CH3:12])[C:3]1[O:11][C:10]2[C:5](=[N+:6]([O-:22])[CH:7]=[CH:8][CH:9]=2)[CH:4]=1, predict the reactants needed to synthesize it. The reactants are: [CH3:1][Si:2]([CH3:13])([CH3:12])[C:3]1[O:11][C:10]2[C:5](=[N:6][CH:7]=[CH:8][CH:9]=2)[CH:4]=1.C1C=C(Cl)C=C(C(OO)=[O:22])C=1. (4) Given the product [F:1][C:2]1[CH:25]=[C:24]([F:26])[CH:23]=[CH:22][C:3]=1[O:4][C:5]1[CH:6]=[C:7]2[C:11](=[CH:12][C:13]=1[C:14]([NH:27][C@H:28]1[CH2:32][CH2:31][NH:30][C:29]1=[O:33])=[O:16])[N:10]([CH2:17][C:18]([OH:21])([CH3:19])[CH3:20])[N:9]=[CH:8]2, predict the reactants needed to synthesize it. The reactants are: [F:1][C:2]1[CH:25]=[C:24]([F:26])[CH:23]=[CH:22][C:3]=1[O:4][C:5]1[CH:6]=[C:7]2[C:11](=[CH:12][C:13]=1[C:14]([OH:16])=O)[N:10]([CH2:17][C:18]([OH:21])([CH3:20])[CH3:19])[N:9]=[CH:8]2.[NH2:27][C@H:28]1[CH2:32][CH2:31][NH:30][C:29]1=[O:33].Cl.CN(C)CCCN=C=NCC. (5) Given the product [CH3:1][C:2]([OH:35])([C:30]#[C:31][CH:32]([CH3:33])[CH3:34])[C:3]([N:5]1[CH2:29][CH2:28][CH2:27][C@H:6]1[C:7]([NH:9][CH2:10][C:11]1[CH:16]=[C:15]([Cl:17])[CH:14]=[CH:13][C:12]=1[CH2:18][NH2:19])=[O:8])=[O:4], predict the reactants needed to synthesize it. The reactants are: [CH3:1][C:2]([OH:35])([C:30]#[C:31][CH:32]([CH3:34])[CH3:33])[C:3]([N:5]1[CH2:29][CH2:28][CH2:27][C@H:6]1[C:7]([NH:9][CH2:10][C:11]1[CH:16]=[C:15]([Cl:17])[CH:14]=[CH:13][C:12]=1[CH2:18][NH:19]C(OC(C)(C)C)=O)=[O:8])=[O:4].C(O)(C(F)(F)F)=O. (6) Given the product [F:19][C:13]([F:20])([C:2]1[CH:7]=[CH:6][C:5]([C:8]([F:11])([F:10])[F:9])=[CH:4][CH:3]=1)[C:14]([O:16][CH2:17][CH3:18])=[O:15], predict the reactants needed to synthesize it. The reactants are: I[C:2]1[CH:7]=[CH:6][C:5]([C:8]([F:11])([F:10])[F:9])=[CH:4][CH:3]=1.Br[C:13]([F:20])([F:19])[C:14]([O:16][CH2:17][CH3:18])=[O:15].O.